Dataset: Forward reaction prediction with 1.9M reactions from USPTO patents (1976-2016). Task: Predict the product of the given reaction. (1) The product is: [Cl:1][C:2]1[N:7]=[C:6]([NH:8][C@H:9]2[CH2:14][CH2:13][C@H:12]([NH:15][C:16](=[O:22])[O:17][C:18]([CH3:21])([CH3:20])[CH3:19])[CH2:11][CH2:10]2)[CH:5]=[C:4]([C:23]2[C:31]3[C:26](=[N:27][CH:28]=[C:29]([O:32][CH2:47][CH3:48])[CH:30]=3)[N:25]([S:33]([C:36]3[CH:41]=[CH:40][CH:39]=[CH:38][CH:37]=3)(=[O:35])=[O:34])[CH:24]=2)[CH:3]=1. Given the reactants [Cl:1][C:2]1[N:7]=[C:6]([NH:8][C@H:9]2[CH2:14][CH2:13][C@H:12]([NH:15][C:16](=[O:22])[O:17][C:18]([CH3:21])([CH3:20])[CH3:19])[CH2:11][CH2:10]2)[CH:5]=[C:4]([C:23]2[C:31]3[C:26](=[N:27][CH:28]=[C:29]([OH:32])[CH:30]=3)[N:25]([S:33]([C:36]3[CH:41]=[CH:40][CH:39]=[CH:38][CH:37]=3)(=[O:35])=[O:34])[CH:24]=2)[CH:3]=1.N(C(OC(C)(C)C)=O)=NC(O[C:47](C)(C)[CH3:48])=O.C1(P(C2C=CC=CC=2)C2C=CC=CC=2)C=CC=CC=1.C(O)C, predict the reaction product. (2) Given the reactants [C:1]1(=[O:10])[C:9]2[C:4](=[CH:5][CH:6]=[CH:7][CH:8]=2)[CH2:3][CH2:2]1.[N+:11]([O-])([O-:13])=[O:12].[K+].[N+](C1C=CC=C2C=1CCC2=O)([O-])=O, predict the reaction product. The product is: [N+:11]([C:7]1[CH:8]=[C:9]2[C:4]([CH2:3][CH2:2][C:1]2=[O:10])=[CH:5][CH:6]=1)([O-:13])=[O:12]. (3) Given the reactants C(N(CC)CC)C.[C:8]1([S:14](Cl)(=[O:16])=[O:15])[CH:13]=[CH:12][CH:11]=[CH:10][CH:9]=1.C(Cl)(Cl)Cl.[NH2:22][C:23]1[CH:49]=[CH:48][C:26]([CH2:27][N:28]2[C:32]3[CH:33]=[C:34]([C:37](=[O:46])[NH:38][CH2:39][C:40]4[CH:45]=[CH:44][CH:43]=[CH:42][N:41]=4)[CH:35]=[CH:36][C:31]=3[N:30]=[C:29]2[CH3:47])=[CH:25][CH:24]=1, predict the reaction product. The product is: [C:8]1([S:14]([NH:22][C:23]2[CH:24]=[CH:25][C:26]([CH2:27][N:28]3[C:32]4[CH:33]=[C:34]([C:37](=[O:46])[NH:38][CH2:39][C:40]5[CH:45]=[CH:44][CH:43]=[CH:42][N:41]=5)[CH:35]=[CH:36][C:31]=4[N:30]=[C:29]3[CH3:47])=[CH:48][CH:49]=2)(=[O:16])=[O:15])[CH:13]=[CH:12][CH:11]=[CH:10][CH:9]=1. (4) Given the reactants Cl.[NH2:2][C@@H:3]([CH:8]([CH3:10])[CH3:9])[C:4]([O:6][CH3:7])=[O:5].C(N(C(C)C)C(C)C)C.[C:20]([C:23]1[N:28]=[C:27]([C:29]2[CH:34]=[CH:33][C:32]([C:35]3[CH:40]=[CH:39][C:38]([CH2:41][C:42](O)=[O:43])=[CH:37][C:36]=3[Cl:45])=[CH:31][CH:30]=2)[C:26]([CH3:46])=[N:25][C:24]=1[CH3:47])(=[O:22])[NH2:21].Cl.CN(C)CCCN=C=NCC.N1(O)C2C=CC=CC=2N=N1, predict the reaction product. The product is: [C:20]([C:23]1[N:28]=[C:27]([C:29]2[CH:34]=[CH:33][C:32]([C:35]3[CH:40]=[CH:39][C:38]([CH2:41][C:42]([NH:2][C@@H:3]([CH:8]([CH3:10])[CH3:9])[C:4]([O:6][CH3:7])=[O:5])=[O:43])=[CH:37][C:36]=3[Cl:45])=[CH:31][CH:30]=2)[C:26]([CH3:46])=[N:25][C:24]=1[CH3:47])(=[O:22])[NH2:21].